The task is: Regression. Given a peptide amino acid sequence and an MHC pseudo amino acid sequence, predict their binding affinity value. This is MHC class I binding data.. This data is from Peptide-MHC class I binding affinity with 185,985 pairs from IEDB/IMGT. (1) The peptide sequence is IELPEKDSW. The MHC is HLA-A03:01 with pseudo-sequence HLA-A03:01. The binding affinity (normalized) is 0. (2) The peptide sequence is MVCHRILTY. The MHC is HLA-B08:01 with pseudo-sequence HLA-B08:01. The binding affinity (normalized) is 0.502. (3) The peptide sequence is SLLRGLIFY. The MHC is HLA-B51:01 with pseudo-sequence HLA-B51:01. The binding affinity (normalized) is 0.0847. (4) The MHC is Patr-A0701 with pseudo-sequence Patr-A0701. The peptide sequence is PYFVRVQGLL. The binding affinity (normalized) is 0.0132. (5) The MHC is HLA-B42:01 with pseudo-sequence HLA-B42:01. The binding affinity (normalized) is 0.820. The peptide sequence is LPPIVAKEI. (6) The peptide sequence is FVNRANQRL. The MHC is HLA-A02:06 with pseudo-sequence HLA-A02:06. The binding affinity (normalized) is 0.292. (7) The binding affinity (normalized) is 0.384. The MHC is HLA-A30:01 with pseudo-sequence HLA-A30:01. The peptide sequence is MTLLCLIPTA. (8) The peptide sequence is WLPTGTLLV. The binding affinity (normalized) is 0.602. The MHC is HLA-A02:06 with pseudo-sequence HLA-A02:06.